Dataset: TCR-epitope binding with 47,182 pairs between 192 epitopes and 23,139 TCRs. Task: Binary Classification. Given a T-cell receptor sequence (or CDR3 region) and an epitope sequence, predict whether binding occurs between them. (1) The epitope is FRYMNSQGL. The TCR CDR3 sequence is CASRQLPRDSLYEQYF. Result: 0 (the TCR does not bind to the epitope). (2) The epitope is KAYNVTQAF. The TCR CDR3 sequence is CASSQGTSGTDTQYF. Result: 1 (the TCR binds to the epitope). (3) The epitope is IPSINVHHY. The TCR CDR3 sequence is CASSLEWGGETQYF. Result: 0 (the TCR does not bind to the epitope).